From a dataset of Reaction yield outcomes from USPTO patents with 853,638 reactions. Predict the reaction yield, written as a fraction of the theoretical maximum amount of product (1.0 means a 100% yield; for example, 0.34 means a 34% yield). The reactants are [CH2:1]([O:8][C:9]([N:11]1[CH2:15][CH:14]([OH:16])[CH2:13][N:12]1[C:17](=[O:26])[CH2:18][C:19]1[CH:24]=[CH:23][C:22]([F:25])=[CH:21][CH:20]=1)=[O:10])[C:2]1[CH:7]=[CH:6][CH:5]=[CH:4][CH:3]=1.Cl[C:28]([O:30][C:31]1[CH:36]=[CH:35][C:34]([N+:37]([O-:39])=[O:38])=[CH:33][CH:32]=1)=[O:29].N1C=CC=CC=1. The catalyst is ClCCl.O. The product is [CH2:1]([O:8][C:9]([N:11]1[CH2:15][CH:14]([O:16][C:28]([O:30][C:31]2[CH:32]=[CH:33][C:34]([N+:37]([O-:39])=[O:38])=[CH:35][CH:36]=2)=[O:29])[CH2:13][N:12]1[C:17](=[O:26])[CH2:18][C:19]1[CH:24]=[CH:23][C:22]([F:25])=[CH:21][CH:20]=1)=[O:10])[C:2]1[CH:7]=[CH:6][CH:5]=[CH:4][CH:3]=1. The yield is 0.860.